This data is from Full USPTO retrosynthesis dataset with 1.9M reactions from patents (1976-2016). The task is: Predict the reactants needed to synthesize the given product. (1) Given the product [NH2:27][C:11]1[C:10]([O:9][C:8]2[CH:7]=[CH:6][C:5]([CH2:30][C:31]([O:33][CH3:34])=[O:32])=[CH:4][C:3]=2[O:2][CH3:1])=[CH:18][CH:17]=[C:16]2[C:12]=1[CH:13]=[N:14][N:15]2[CH2:19][O:20][CH2:21][CH2:22][Si:23]([CH3:26])([CH3:25])[CH3:24], predict the reactants needed to synthesize it. The reactants are: [CH3:1][O:2][C:3]1[CH:4]=[C:5]([CH2:30][C:31]([O:33][CH3:34])=[O:32])[CH:6]=[CH:7][C:8]=1[O:9][C:10]1[C:11]([N+:27]([O-])=O)=[C:12]2[C:16](=[CH:17][CH:18]=1)[N:15]([CH2:19][O:20][CH2:21][CH2:22][Si:23]([CH3:26])([CH3:25])[CH3:24])[N:14]=[CH:13]2. (2) Given the product [Cl:1][C:2]1[CH:7]=[C:6]([CH:8]([F:17])[CH3:9])[CH:5]=[CH:4][N:3]=1, predict the reactants needed to synthesize it. The reactants are: [Cl:1][C:2]1[CH:7]=[C:6]([CH:8](O)[CH3:9])[CH:5]=[CH:4][N:3]=1.C(N(S(F)(F)[F:17])CC)C.C(=O)([O-])O.[Na+]. (3) Given the product [Cl:13][C:11]1[CH:12]=[C:7]([CH2:6][CH2:5][C:4]([OH:34])=[O:3])[C:8]([O:14][CH2:15][C:16]([N:18]2[CH2:23][C@H:22]([CH3:24])[N:21]([CH2:25][C:26]3[CH:31]=[CH:30][C:29]([F:32])=[CH:28][CH:27]=3)[CH2:20][C@H:19]2[CH3:33])=[O:17])=[N:9][CH:10]=1, predict the reactants needed to synthesize it. The reactants are: C([O:3][C:4](=[O:34])[CH2:5][CH2:6][C:7]1[C:8]([O:14][CH2:15][C:16]([N:18]2[CH2:23][C@H:22]([CH3:24])[N:21]([CH2:25][C:26]3[CH:31]=[CH:30][C:29]([F:32])=[CH:28][CH:27]=3)[CH2:20][C@H:19]2[CH3:33])=[O:17])=[N:9][CH:10]=[C:11]([Cl:13])[CH:12]=1)C.O.[OH-].[Li+].Cl.P([O-])([O-])([O-])=O.